This data is from Full USPTO retrosynthesis dataset with 1.9M reactions from patents (1976-2016). The task is: Predict the reactants needed to synthesize the given product. (1) Given the product [F:3][C:4]1[C:16]([F:17])=[C:15]([F:18])[CH:14]=[CH:13][C:5]=1[NH:6][C@@H:7]([CH3:12])[CH2:8][OH:9], predict the reactants needed to synthesize it. The reactants are: [BH4-].[Na+].[F:3][C:4]1[C:16]([F:17])=[C:15]([F:18])[CH:14]=[CH:13][C:5]=1[NH:6][C@@H:7]([CH3:12])[C:8](OC)=[O:9].CO. (2) Given the product [CH:23]1([NH:21][C:22]2[N:18]3[N:17]=[CH:16][C:15]([C:19]#[N:20])=[C:14]3[NH:13][C:5]=2[C:4]2[CH:7]=[CH:8][C:9]([O:11][CH3:12])=[CH:10][C:3]=2[O:2][CH3:1])[CH2:27][CH2:26][CH2:25][CH2:24]1, predict the reactants needed to synthesize it. The reactants are: [CH3:1][O:2][C:3]1[CH:10]=[C:9]([O:11][CH3:12])[CH:8]=[CH:7][C:4]=1[CH:5]=O.[NH2:13][C:14]1[NH:18][N:17]=[CH:16][C:15]=1[C:19]#[N:20].[N:21]#[C-:22].[CH2:23]1[CH2:27][CH2:26][CH2:25][CH2:24]1.Cl(O)(=O)(=O)=O. (3) Given the product [N:23]1([C:21]2[N:22]=[C:17]([N:16]3[C:10]4[CH:9]=[C:8]([C:7]5[C:2]([OH:40])=[N:3][CH:4]=[C:5]([CH3:37])[CH:6]=5)[N:13]=[CH:12][C:11]=4[CH:14]=[N:15]3)[CH:18]=[N:19][CH:20]=2)[CH2:29][CH2:28][CH2:27][NH:26][CH2:25][CH2:24]1, predict the reactants needed to synthesize it. The reactants are: F[C:2]1[C:7]([C:8]2[N:13]=[CH:12][C:11]3[CH:14]=[N:15][N:16]([C:17]4[N:22]=[C:21]([N:23]5[CH2:29][CH2:28][CH2:27][N:26](C(OC(C)(C)C)=O)[CH2:25][CH2:24]5)[CH:20]=[N:19][CH:18]=4)[C:10]=3[CH:9]=2)=[CH:6][C:5]([CH3:37])=[CH:4][N:3]=1.Cl.C[OH:40]. (4) Given the product [Cl:1][C:2]1[CH:7]=[CH:6][C:5]([S:8]([CH:11]([C:12]2[CH:17]=[C:16]([F:18])[CH:15]=[CH:14][C:13]=2[F:19])[CH2:26][C:21]2[CH:22]=[CH:23][CH:24]=[CH:25][N:20]=2)(=[O:10])=[O:9])=[CH:4][CH:3]=1, predict the reactants needed to synthesize it. The reactants are: [Cl:1][C:2]1[CH:7]=[CH:6][C:5]([S:8]([CH2:11][C:12]2[CH:17]=[C:16]([F:18])[CH:15]=[CH:14][C:13]=2[F:19])(=[O:10])=[O:9])=[CH:4][CH:3]=1.[N:20]1[CH:25]=[CH:24][CH:23]=[CH:22][C:21]=1[CH2:26]O.C(C=P(CCCC)(CCCC)CCCC)#N.CCCCCC. (5) Given the product [O:1]1[CH:5]=[CH:4][CH:3]=[C:2]1[CH2:6][CH2:7][NH:8][C:9](=[O:11])[CH3:10], predict the reactants needed to synthesize it. The reactants are: [O:1]1[CH:5]=[CH:4][CH:3]=[C:2]1[CH2:6][CH2:7][NH2:8].[C:9](OC(=O)C)(=[O:11])[CH3:10]. (6) The reactants are: C1(P(C2C=CC=CC=2)C2C=CC=CC=2)C=CC=CC=1.[F:20][C:21]1[CH:26]=[CH:25][CH:24]=[CH:23][C:22]=1[S:27]([N:30]1[C:38]2[C:33](=[C:34]([OH:39])[CH:35]=[CH:36][CH:37]=2)[CH:32]=[CH:31]1)(=[O:29])=[O:28].[C:40]([O:44][C:45](=[O:51])[N:46]([CH2:48][CH2:49]O)[CH3:47])([CH3:43])([CH3:42])[CH3:41].CCOC(/N=N/C(OCC)=O)=O. Given the product [C:40]([O:44][C:45](=[O:51])[N:46]([CH2:48][CH2:49][O:39][C:34]1[CH:35]=[CH:36][CH:37]=[C:38]2[C:33]=1[CH:32]=[CH:31][N:30]2[S:27]([C:22]1[CH:23]=[CH:24][CH:25]=[CH:26][C:21]=1[F:20])(=[O:28])=[O:29])[CH3:47])([CH3:43])([CH3:42])[CH3:41], predict the reactants needed to synthesize it. (7) Given the product [CH3:11][C:2]([NH2:12])([CH3:1])[CH2:3][C:4]1[CH:5]=[C:6]([CH3:10])[CH:7]=[CH:8][CH:9]=1, predict the reactants needed to synthesize it. The reactants are: [CH3:1][C:2]([NH:12]C=O)([CH3:11])[CH2:3][C:4]1[CH:5]=[C:6]([CH3:10])[CH:7]=[CH:8][CH:9]=1.Cl.C(=O)([O-])[O-].[K+].[K+]. (8) Given the product [CH3:18][O:19][C:20]1[C:21]([O:40][CH3:41])=[CH:22][C:23]2[S:27][C:26](/[CH:28]=[CH:29]/[CH:30]=[CH:31]/[C:32]3[CH:38]=[CH:37][C:35]([NH:36][C:8](=[O:10])[CH3:9])=[CH:34][CH:33]=3)=[N:25][C:24]=2[CH:39]=1, predict the reactants needed to synthesize it. The reactants are: C(N(CC)CC)C.[C:8](OC(=O)C)(=[O:10])[CH3:9].ClCCl.[CH3:18][O:19][C:20]1[C:21]([O:40][CH3:41])=[CH:22][C:23]2[S:27][C:26](/[CH:28]=[CH:29]/[CH:30]=[CH:31]/[C:32]3[CH:38]=[CH:37][C:35]([NH2:36])=[CH:34][CH:33]=3)=[N:25][C:24]=2[CH:39]=1. (9) Given the product [CH3:3][CH:2]([CH2:4][CH:5]([NH:31][C:32]([CH2:34][NH:35][C:36]([CH:38]([NH:47][C:48]([CH:50]([NH:53][C:54]([CH:56]([NH:67][C:68]([CH:70]([NH:77][C:78]([CH:80]1[NH:85][C:83](=[O:84])[CH2:82][CH2:81]1)=[O:79])[CH2:71][C:72]1[NH:76][CH:75]=[N:74][CH:73]=1)=[O:69])[CH2:57][C:58]1[C:66]2[C:61](=[CH:62][CH:63]=[CH:64][CH:65]=2)[NH:60][CH:59]=1)=[O:55])[CH2:51][OH:52])=[O:49])[CH2:39][C:40]1[CH:41]=[CH:42][C:43]([OH:46])=[CH:44][CH:45]=1)=[O:37])=[O:33])[C:6]([NH:8][CH:9]([C:17]([N:19]1[CH:23]([C:24]([NH:26][CH2:27][C:28]([NH2:30])=[O:29])=[O:25])[CH2:22][CH2:21][CH2:20]1)=[O:18])[CH2:10][CH2:11][CH2:12][N:13]=[C:14]([NH2:16])[NH2:15])=[O:7])[CH3:1].[CH2:117]([OH:118])[CH2:116][O:115][CH2:114][CH2:113][O:112][CH2:111][CH2:110][O:109][CH2:108][CH2:107][O:106][CH2:105][CH2:104][O:103][CH2:102][CH2:101][O:100][CH2:99][CH2:98][O:97][CH2:96][CH2:95][O:94][CH2:93][CH2:92][O:91][CH2:90][CH2:89][O:88][CH2:87][CH2:86][OH:119], predict the reactants needed to synthesize it. The reactants are: [CH3:1][CH:2]([CH2:4][CH:5]([NH:31][C:32]([CH2:34][NH:35][C:36]([CH:38]([NH:47][C:48]([CH:50]([NH:53][C:54]([CH:56]([NH:67][C:68]([CH:70]([NH:77][C:78]([CH:80]1[NH:85][C:83](=[O:84])[CH2:82][CH2:81]1)=[O:79])[CH2:71][C:72]1[NH:76][CH:75]=[N:74][CH:73]=1)=[O:69])[CH2:57][C:58]1[C:66]2[C:61](=[CH:62][CH:63]=[CH:64][CH:65]=2)[NH:60][CH:59]=1)=[O:55])[CH2:51][OH:52])=[O:49])[CH2:39][C:40]1[CH:45]=[CH:44][C:43]([OH:46])=[CH:42][CH:41]=1)=[O:37])=[O:33])[C:6]([NH:8][CH:9]([C:17]([N:19]1[CH:23]([C:24]([NH:26][CH2:27][C:28]([NH2:30])=[O:29])=[O:25])[CH2:22][CH2:21][CH2:20]1)=[O:18])[CH2:10][CH2:11][CH2:12][N:13]=[C:14]([NH2:16])[NH2:15])=[O:7])[CH3:3].[CH2:86]([OH:119])[CH2:87][O:88][CH2:89][CH2:90][O:91][CH2:92][CH2:93][O:94][CH2:95][CH2:96][O:97][CH2:98][CH2:99][O:100][CH2:101][CH2:102][O:103][CH2:104][CH2:105][O:106][CH2:107][CH2:108][O:109][CH2:110][CH2:111][O:112][CH2:113][CH2:114][O:115][CH2:116][CH2:117][OH:118]. (10) Given the product [CH2:18]([C:19]1[N:7]([C:1]2[CH:2]=[CH:3][CH:4]=[CH:5][CH:6]=2)[C:8]2[C:9]([C:10](=[O:11])[N:12]=1)=[CH:13][CH:14]=[CH:15][CH:16]=2)[CH3:17], predict the reactants needed to synthesize it. The reactants are: [C:1]1([NH:7][C:8]2[CH:16]=[CH:15][CH:14]=[CH:13][C:9]=2[C:10]([NH2:12])=[O:11])[CH:6]=[CH:5][CH:4]=[CH:3][CH:2]=1.[C:17](Cl)(=O)[CH2:18][CH3:19].C(=O)(O)[O-].[Na+].